Task: Predict the reaction yield, written as a fraction of the theoretical maximum amount of product (1.0 means a 100% yield; for example, 0.34 means a 34% yield).. Dataset: Reaction yield outcomes from USPTO patents with 853,638 reactions The catalyst is O1CCOCC1.[Pd](Cl)Cl.C1(P(C2C=CC=CC=2)[C-]2C=CC=C2)C=CC=CC=1.[C-]1(P(C2C=CC=CC=2)C2C=CC=CC=2)C=CC=C1.[Fe+2]. The yield is 0.720. The product is [CH2:24]([S:26]([C:29]1[CH:30]=[CH:31][C:32]([C:35]2[C:36]([F:42])=[CH:37][CH:38]=[C:39]([B:15]3[O:16][C:17]([CH3:22])([CH3:23])[C:18]([CH3:20])([CH3:21])[O:19]3)[CH:40]=2)=[CH:33][CH:34]=1)(=[O:27])=[O:28])[CH3:25]. The reactants are C([O-])(=O)C.[K+].[B:15]1([B:15]2[O:19][C:18]([CH3:21])([CH3:20])[C:17]([CH3:23])([CH3:22])[O:16]2)[O:19][C:18]([CH3:21])([CH3:20])[C:17]([CH3:23])([CH3:22])[O:16]1.[CH2:24]([S:26]([C:29]1[CH:34]=[CH:33][C:32]([C:35]2[CH:40]=[C:39](Br)[CH:38]=[CH:37][C:36]=2[F:42])=[CH:31][CH:30]=1)(=[O:28])=[O:27])[CH3:25].